This data is from TCR-epitope binding with 47,182 pairs between 192 epitopes and 23,139 TCRs. The task is: Binary Classification. Given a T-cell receptor sequence (or CDR3 region) and an epitope sequence, predict whether binding occurs between them. (1) The epitope is FLASKIGRLV. The TCR CDR3 sequence is CASSTRLAGYNEQFF. Result: 0 (the TCR does not bind to the epitope). (2) The epitope is IPIQASLPF. The TCR CDR3 sequence is CASSVYRGSEQYF. Result: 0 (the TCR does not bind to the epitope). (3) The epitope is AVFDRKSDAK. The TCR CDR3 sequence is CASSIIRESNYGYTF. Result: 1 (the TCR binds to the epitope). (4) The epitope is IYSKHTPINL. The TCR CDR3 sequence is CASSPEARSEQFF. Result: 0 (the TCR does not bind to the epitope). (5) The epitope is GVAMPNLYK. The TCR CDR3 sequence is CASSNRGAEAFF. Result: 0 (the TCR does not bind to the epitope). (6) The epitope is TSNQVAVLY. The TCR CDR3 sequence is CASSVRDRGTYNEQFF. Result: 0 (the TCR does not bind to the epitope).